Dataset: Forward reaction prediction with 1.9M reactions from USPTO patents (1976-2016). Task: Predict the product of the given reaction. (1) Given the reactants C([N:4]1[C:12]2[C:7](=[CH:8][C:9]([N+:13]([O-:15])=[O:14])=[CH:10][CH:11]=2)[C:6](=[C:16](OCC)[C:17]2[CH:22]=[CH:21][CH:20]=[CH:19][CH:18]=2)[C:5]1=[O:26])(=O)C.[O:27]1[CH2:32][CH2:31][N:30]([CH2:33][C:34]2[CH:35]=[C:36]([CH:38]=[CH:39][CH:40]=2)[NH2:37])[CH2:29][CH2:28]1.[OH-].[Na+], predict the reaction product. The product is: [O:27]1[CH2:28][CH2:29][N:30]([CH2:33][C:34]2[CH:35]=[C:36]([NH:37]/[C:16](=[C:6]3\[C:5](=[O:26])[NH:4][C:12]4[C:7]\3=[CH:8][C:9]([N+:13]([O-:15])=[O:14])=[CH:10][CH:11]=4)/[C:17]3[CH:18]=[CH:19][CH:20]=[CH:21][CH:22]=3)[CH:38]=[CH:39][CH:40]=2)[CH2:31][CH2:32]1. (2) Given the reactants [NH2:1][C:2]1[CH:10]=[C:9]([F:11])[C:8]([Br:12])=[CH:7][C:3]=1[C:4](O)=[O:5].Cl.CN.[CH3:16][N:17](C(ON1N=NC2C=CC=CC1=2)=[N+](C)C)C.[B-](F)(F)(F)F.CCN(C(C)C)C(C)C, predict the reaction product. The product is: [NH2:1][C:2]1[CH:10]=[C:9]([F:11])[C:8]([Br:12])=[CH:7][C:3]=1[C:4]([NH:17][CH3:16])=[O:5]. (3) Given the reactants Cl[C:2]1[CH:7]=[CH:6][C:5]([O:8][C:9]2[CH:14]=[CH:13][C:12]([F:15])=[CH:11][CH:10]=2)=[CH:4][N:3]=1.[F:16][C:17]1[CH:18]=[C:19]([CH:21]=[CH:22][C:23]=1[N:24]1[CH2:29][CH2:28][O:27][CH2:26][CH2:25]1)[NH2:20].C1(P(C2C=CC=CC=2)C2C3OC4C(=CC=CC=4P(C4C=CC=CC=4)C4C=CC=CC=4)C(C)(C)C=3C=CC=2)C=CC=CC=1.C(=O)([O-])[O-].[Cs+].[Cs+], predict the reaction product. The product is: [F:16][C:17]1[CH:18]=[C:19]([NH:20][C:2]2[CH:7]=[CH:6][C:5]([O:8][C:9]3[CH:14]=[CH:13][C:12]([F:15])=[CH:11][CH:10]=3)=[CH:4][N:3]=2)[CH:21]=[CH:22][C:23]=1[N:24]1[CH2:25][CH2:26][O:27][CH2:28][CH2:29]1.